This data is from Forward reaction prediction with 1.9M reactions from USPTO patents (1976-2016). The task is: Predict the product of the given reaction. (1) Given the reactants [CH3:1][CH2:2][Mg+].[Br-].[C:5]([C:8]1[N:9]=[C:10]([C@H:14]2[CH2:19][N:18]([C:20]([O:22][CH2:23][C:24]3[CH:29]=[CH:28][CH:27]=[CH:26][CH:25]=3)=[O:21])[C@H:17]([CH3:30])[CH2:16][CH2:15]2)[O:11][C:12]=1[CH3:13])(=[O:7])[CH3:6], predict the reaction product. The product is: [OH:7][C:5]([C:8]1[N:9]=[C:10]([C@H:14]2[CH2:19][N:18]([C:20]([O:22][CH2:23][C:24]3[CH:29]=[CH:28][CH:27]=[CH:26][CH:25]=3)=[O:21])[C@H:17]([CH3:30])[CH2:16][CH2:15]2)[O:11][C:12]=1[CH3:13])([CH2:1][CH3:2])[CH3:6]. (2) Given the reactants [CH2:1]([N:8]1[C:12]([C:13]2[C:18]([N+:19]([O-])=O)=[CH:17][CH:16]=[CH:15][C:14]=2[CH3:22])=[N:11][N:10]=[N:9]1)[C:2]1[CH:7]=[CH:6][CH:5]=[CH:4][CH:3]=1.[H][H], predict the reaction product. The product is: [CH2:1]([N:8]1[C:12]([C:13]2[C:14]([CH3:22])=[CH:15][CH:16]=[CH:17][C:18]=2[NH2:19])=[N:11][N:10]=[N:9]1)[C:2]1[CH:3]=[CH:4][CH:5]=[CH:6][CH:7]=1. (3) Given the reactants Cl.C(N=C=NCCCN(C)C)C.[CH:13]([C:15]1[NH:19][C:18]([CH3:20])=[C:17]([C:21]([OH:23])=O)[C:16]=1[CH3:24])=[O:14].ON1C2C=CC=CC=2N=N1.[CH2:35]([N:42]1[CH2:46][CH2:45][CH:44]([NH2:47])[CH2:43]1)[C:36]1[CH:41]=[CH:40][CH:39]=[CH:38][CH:37]=1, predict the reaction product. The product is: [CH2:35]([N:42]1[CH2:46][CH2:45][CH:44]([NH:47][C:21]([C:17]2[C:16]([CH3:24])=[C:15]([CH:13]=[O:14])[NH:19][C:18]=2[CH3:20])=[O:23])[CH2:43]1)[C:36]1[CH:37]=[CH:38][CH:39]=[CH:40][CH:41]=1. (4) Given the reactants [Cl:1][C:2]1[N:7]=[CH:6][C:5]([CH2:8][C:9]#[N:10])=[CH:4][CH:3]=1.[C:11](OC)(=[O:14])[CH:12]=[CH2:13].CC(C)([O-:20])C.[K+].Cl.[CH2:24]1[CH2:28][O:27][CH2:26][CH2:25]1, predict the reaction product. The product is: [CH3:26][O:27][C:28]([C:24]1[CH2:25][C:8]([C:5]2[CH:6]=[N:7][C:2]([Cl:1])=[CH:3][CH:4]=2)([C:9]#[N:10])[CH2:13][CH2:12][C:11]=1[OH:14])=[O:20]. (5) Given the reactants C([O:3][CH:4](OCC)[C:5]1[O:13][C:12]2[C:11]([C:14]3[CH:19]=[C:18]([CH2:20][N:21]4[CH2:25][CH2:24][CH2:23][CH2:22]4)[CH:17]=[CH:16][C:15]=3[O:26][CH3:27])=[CH:10][N:9]=[CH:8][C:7]=2[CH:6]=1)C.Cl.C(=O)(O)[O-].[Na+], predict the reaction product. The product is: [CH3:27][O:26][C:15]1[CH:16]=[CH:17][C:18]([CH2:20][N:21]2[CH2:22][CH2:23][CH2:24][CH2:25]2)=[CH:19][C:14]=1[C:11]1[C:12]2[O:13][C:5]([CH:4]=[O:3])=[CH:6][C:7]=2[CH:8]=[N:9][CH:10]=1.